This data is from M1 muscarinic receptor antagonist screen with 61,756 compounds. The task is: Binary Classification. Given a drug SMILES string, predict its activity (active/inactive) in a high-throughput screening assay against a specified biological target. (1) The compound is O=C1CCC(N)=C1C(=O)C. The result is 0 (inactive). (2) The result is 0 (inactive). The drug is S1C2(NC(=O)C(=C1SCC(OCC)=O)C#N)CCCCC2.